Task: Predict the product of the given reaction.. Dataset: Forward reaction prediction with 1.9M reactions from USPTO patents (1976-2016) (1) Given the reactants ClC1N=C([O:12][C:13]2[CH:18]=[CH:17][CH:16]=[C:15]([N+:19]([O-:21])=[O:20])[CH:14]=2)C2C(=CC=CC=2)N=1.C(=O)([O-])[O-].[K+].[K+], predict the reaction product. The product is: [N+:19]([C:15]1[CH:14]=[C:13]([OH:12])[CH:18]=[CH:17][CH:16]=1)([O-:21])=[O:20]. (2) Given the reactants Br[C:2]1[C:3]([NH2:9])=[N:4][CH:5]=[C:6]([NH2:8])[CH:7]=1.CC1(C)C(C)(C)OB([C:18]2[CH:23]=[CH:22][CH:21]=[CH:20][N:19]=2)O1.CC([O-])(C)C.[Na+].C1(P(=O)C2C=CC=CC=2)C=CC=CC=1, predict the reaction product. The product is: [N:19]1[CH:20]=[CH:21][CH:22]=[CH:23][C:18]=1[C:2]1[C:3]([NH2:9])=[N:4][CH:5]=[C:6]([NH2:8])[CH:7]=1. (3) Given the reactants [OH:1][CH2:2][CH2:3][N:4]1[C:12]2[C:7](=[CH:8][C:9]([O:13][CH2:14][C:15]3[CH:20]=[CH:19][CH:18]=[CH:17][CH:16]=3)=[CH:10][CH:11]=2)[CH:6]=[CH:5]1.[C:21](OC(=O)C)(=[O:23])[CH3:22].C(N(CC)CC)C, predict the reaction product. The product is: [C:21]([O:1][CH2:2][CH2:3][N:4]1[C:12]2[C:7](=[CH:8][C:9]([O:13][CH2:14][C:15]3[CH:20]=[CH:19][CH:18]=[CH:17][CH:16]=3)=[CH:10][CH:11]=2)[CH:6]=[CH:5]1)(=[O:23])[CH3:22]. (4) Given the reactants [C:1](O)(C(F)(F)F)=O.[Cl:8][C:9]1[C:13]([CH3:14])=[C:12]([C:15]2[C:16]([CH3:25])=[CH:17][C:18]([CH3:24])=[C:19]([CH:23]=2)[C:20]([O-:22])=[O:21])[N:11](COCC[Si](C)(C)C)[N:10]=1, predict the reaction product. The product is: [Cl:8][C:9]1[C:13]([CH3:14])=[C:12]([C:15]2[C:16]([CH3:25])=[CH:17][C:18]([CH3:24])=[C:19]([CH:23]=2)[C:20]([O:22][CH3:1])=[O:21])[NH:11][N:10]=1. (5) Given the reactants [CH2:1]([O:8][C:9]1[C:14]([Br:15])=[CH:13][C:12]([CH:16]([C:18]2[CH:23]=[CH:22][C:21]([CH2:24][CH3:25])=[CH:20][CH:19]=2)O)=[C:11]([CH3:26])[CH:10]=1)[C:2]1[CH:7]=[CH:6][CH:5]=[CH:4][CH:3]=1.[SiH](CC)(CC)CC.C(=O)(O)[O-].[Na+], predict the reaction product. The product is: [CH2:1]([O:8][C:9]1[CH:10]=[C:11]([CH3:26])[C:12]([CH2:16][C:18]2[CH:23]=[CH:22][C:21]([CH2:24][CH3:25])=[CH:20][CH:19]=2)=[CH:13][C:14]=1[Br:15])[C:2]1[CH:7]=[CH:6][CH:5]=[CH:4][CH:3]=1. (6) Given the reactants Cl.[Si]([O:9][C:10]([CH3:34])([CH3:33])[CH2:11][CH2:12][N:13]1[C:17](=[O:18])[CH2:16][C:15]2([CH2:23][CH2:22][C:21]([N:30]([CH3:32])[CH3:31])([C:24]3[CH:29]=[CH:28][CH:27]=[CH:26][CH:25]=3)[CH2:20][CH2:19]2)[CH2:14]1)(C(C)(C)C)(C)C.C(=O)([O-])[O-].[K+].[K+], predict the reaction product. The product is: [CH3:32][N:30]([CH3:31])[C:21]1([C:24]2[CH:29]=[CH:28][CH:27]=[CH:26][CH:25]=2)[CH2:22][CH2:23][C:15]2([CH2:14][N:13]([CH2:12][CH2:11][C:10]([OH:9])([CH3:34])[CH3:33])[C:17](=[O:18])[CH2:16]2)[CH2:19][CH2:20]1. (7) Given the reactants Br[C:2]1[CH:7]=[CH:6][C:5]([O:8][Si](C(C)(C)C)(C)C)=[CH:4][C:3]=1[O:16][Si](C(C)(C)C)(C)C.C([Li])(C)(C)C.CCCCC.[CH:34]1([CH2:37][C:38](N(OC)C)=[O:39])[CH2:36][CH2:35]1.[F-].C([N+](CCCC)(CCCC)CCCC)CCC.O1CCCC1.Cl, predict the reaction product. The product is: [CH:34]1([CH2:37][C:38]([C:2]2[CH:7]=[CH:6][C:5]([OH:8])=[CH:4][C:3]=2[OH:16])=[O:39])[CH2:36][CH2:35]1.